This data is from Forward reaction prediction with 1.9M reactions from USPTO patents (1976-2016). The task is: Predict the product of the given reaction. (1) Given the reactants COC(=O)C1C=CC(CBr)=CC=1.[CH3:13][O:14][C:15](=[O:47])[C:16]1[CH:21]=[CH:20][C:19]([CH2:22][N:23]2[CH:27]=[C:26]([C:28]3[CH:33]=[CH:32][C:31]([Cl:34])=[CH:30][C:29]=3[Cl:35])[N:25]=[C:24]2/[CH:36]=[CH:37]/[C:38]2[CH:43]=[C:42](Br)[CH:41]=[CH:40][C:39]=2[O:45][CH3:46])=[CH:18][CH:17]=1.[OH:48][C:49]1[CH:54]=[CH:53][C:52](B(O)O)=[CH:51][CH:50]=1, predict the reaction product. The product is: [CH3:13][O:14][C:15](=[O:47])[C:16]1[CH:21]=[CH:20][C:19]([CH2:22][N:23]2[CH:27]=[C:26]([C:28]3[CH:33]=[CH:32][C:31]([Cl:34])=[CH:30][C:29]=3[Cl:35])[N:25]=[C:24]2/[CH:36]=[CH:37]/[C:38]2[CH:43]=[C:42]([C:52]3[CH:53]=[CH:54][C:49]([OH:48])=[CH:50][CH:51]=3)[CH:41]=[CH:40][C:39]=2[O:45][CH3:46])=[CH:18][CH:17]=1. (2) Given the reactants [Cl:1][C:2]1[C:3]([CH2:8][NH:9][C:10]([C@H:12]2[CH2:17][CH2:16][C@H:15]([C:18]([O:20][CH3:21])=[O:19])[CH2:14][CH2:13]2)=O)=[N:4][CH:5]=[CH:6][N:7]=1.CN(C=O)C.O=P(Cl)(Cl)Cl, predict the reaction product. The product is: [Cl:1][C:2]1[C:3]2[N:4]([C:10]([C@H:12]3[CH2:17][CH2:16][C@H:15]([C:18]([O:20][CH3:21])=[O:19])[CH2:14][CH2:13]3)=[N:9][CH:8]=2)[CH:5]=[CH:6][N:7]=1. (3) Given the reactants [B:1]([C:4]1[CH:12]=[CH:11][C:7]([C:8]([OH:10])=O)=[C:6]([F:13])[CH:5]=1)([OH:3])[OH:2].CN(C(ON1N=NC2C=CC=NC1=2)=[N+](C)C)C.F[P-](F)(F)(F)(F)F.[NH:38]1[CH2:43][CH2:42][O:41][CH2:40][CH2:39]1.Cl, predict the reaction product. The product is: [F:13][C:6]1[CH:5]=[C:4]([B:1]([OH:2])[OH:3])[CH:12]=[CH:11][C:7]=1[C:8]([N:38]1[CH2:43][CH2:42][O:41][CH2:40][CH2:39]1)=[O:10]. (4) Given the reactants C(OC([N:8]1[CH2:13][CH2:12][N:11]([C:14]2[N:19]=[CH:18][N:17]=[C:16]3[NH:20][N:21]=[CH:22][C:15]=23)[CH2:10][CH2:9]1)=O)(C)(C)C.[ClH:23], predict the reaction product. The product is: [ClH:23].[ClH:23].[N:11]1([C:14]2[N:19]=[CH:18][N:17]=[C:16]3[NH:20][N:21]=[CH:22][C:15]=23)[CH2:10][CH2:9][NH:8][CH2:13][CH2:12]1. (5) Given the reactants Cl[C:2]1[C:11]2[CH2:10][CH2:9][CH2:8][C:7]([CH2:15][CH2:16][CH3:17])([CH2:12][CH2:13][CH3:14])[C:6]=2[N:5]=[C:4]([CH3:18])[N:3]=1.[Cl:19][C:20]1[CH:26]=[C:25]([Cl:27])[CH:24]=[CH:23][C:21]=1[NH2:22].O.C1(C)C=CC(S(O)(=O)=O)=CC=1.Cl.CCOCC, predict the reaction product. The product is: [Cl:19][C:20]1[CH:26]=[C:25]([Cl:27])[CH:24]=[CH:23][C:21]=1[NH:22][C:2]1[C:11]2[CH2:10][CH2:9][CH2:8][C:7]([CH2:15][CH2:16][CH3:17])([CH2:12][CH2:13][CH3:14])[C:6]=2[N:5]=[C:4]([CH3:18])[N:3]=1. (6) The product is: [CH3:1][C:2]1([CH3:7])[CH2:6][O:5][CH2:4][N:3]1[C:18](=[O:19])[CH2:17][CH2:16][NH:15][C:8](=[O:9])[O:10][C:11]([CH3:12])([CH3:13])[CH3:14]. Given the reactants [CH3:1][C:2]1([CH3:7])[CH2:6][O:5][CH2:4][NH:3]1.[C:8]([NH:15][CH2:16][CH2:17][C:18](O)=[O:19])([O:10][C:11]([CH3:14])([CH3:13])[CH3:12])=[O:9].C(N(CC)CC)C.[I-].ClC1C=CC=C[N+]=1C, predict the reaction product. (7) Given the reactants [I-:1].CO[C:4]1[CH:9]=[CH:8][C:7]([N:10]=[N:11][C:12]2[N:13]([CH3:18])[CH:14]=[CH:15][N+:16]=2[CH3:17])=[CH:6][CH:5]=1.[NH2:19][CH2:20][CH2:21][N:22]([CH2:26][CH2:27][NH2:28])[CH2:23][CH2:24][NH2:25], predict the reaction product. The product is: [I-:1].[NH2:19][CH2:20][CH2:21][N:22]([CH2:26][CH2:27][NH2:28])[CH2:23][CH2:24][NH:25][C:4]1[CH:9]=[CH:8][C:7]([N:10]=[N:11][C:12]2[N:13]([CH3:18])[CH:14]=[CH:15][N+:16]=2[CH3:17])=[CH:6][CH:5]=1. (8) Given the reactants [C:1]([N:3]1[C:11]2[CH:10]=[CH:9][C:8]([CH3:12])=[CH:7][C:6]=2[C:5]2[CH2:13][N:14]([CH3:17])[CH2:15][CH2:16][C:4]1=2)#[CH:2].Br[C:19]1[CH:23]=[CH:22][S:21][CH:20]=1.CCCC[N+](CCCC)(CCCC)CCCC.[F-], predict the reaction product. The product is: [CH3:17][N:14]1[CH2:15][CH2:16][C:4]2[N:3]([C:1]#[C:2][C:19]3[CH:23]=[CH:22][S:21][CH:20]=3)[C:11]3[CH:10]=[CH:9][C:8]([CH3:12])=[CH:7][C:6]=3[C:5]=2[CH2:13]1.